Dataset: Full USPTO retrosynthesis dataset with 1.9M reactions from patents (1976-2016). Task: Predict the reactants needed to synthesize the given product. (1) Given the product [C:3]([C:5]1[CH:19]=[CH:18][C:8]2[N:9]([CH:12]3[CH2:17][CH2:16][CH2:15][CH2:14][O:13]3)[N:10]=[N:11][C:7]=2[CH:6]=1)#[C:4][CH2:31][CH3:32], predict the reactants needed to synthesize it. The reactants are: N#N.[C:3]([C:5]1[CH:19]=[CH:18][C:8]2[N:9]([CH:12]3[CH2:17][CH2:16][CH2:15][CH2:14][O:13]3)[N:10]=[N:11][C:7]=2[CH:6]=1)#[CH:4].[Li+].C[Si]([N-][Si](C)(C)C)(C)C.I[CH2:31][CH3:32]. (2) Given the product [C:1]([N:4]1[CH2:9][CH2:8][N:7]([C:20]2[CH:21]=[CH:22][C:23]([N+:28]([O-:30])=[O:29])=[C:24]([CH:27]=2)[C:25]#[N:26])[CH2:6][CH2:5]1)(=[O:3])[CH3:2], predict the reactants needed to synthesize it. The reactants are: [C:1]([N:4]1[CH2:9][CH2:8][NH:7][CH2:6][CH2:5]1)(=[O:3])[CH3:2].C(N(CC)C(C)C)(C)C.F[C:20]1[CH:21]=[CH:22][C:23]([N+:28]([O-:30])=[O:29])=[C:24]([CH:27]=1)[C:25]#[N:26]. (3) The reactants are: [Cl:1][C:2]1[CH:7]=[CH:6][CH:5]=[C:4]([F:8])[C:3]=1[OH:9].C([O-])([O-])=O.[Cs+].[Cs+].[CH2:16](Br)[C:17]1[CH:22]=[CH:21][CH:20]=[CH:19][CH:18]=1. Given the product [C:17]1([CH2:16][O:9][C:3]2[C:4]([F:8])=[CH:5][CH:6]=[CH:7][C:2]=2[Cl:1])[CH:22]=[CH:21][CH:20]=[CH:19][CH:18]=1, predict the reactants needed to synthesize it. (4) Given the product [C:5]([O:13][CH2:14][CH2:15][C:16]1[CH:17]=[CH:18][C:19]2[N:20]([N:22]=[C:23]([C:37]3[CH:38]=[CH:39][CH:40]=[CH:41][CH:42]=3)[C:24]=2[CH:25]([OH:26])[C:27]2[N:32]=[C:31]([C:33]([O:35][CH3:36])=[O:34])[CH:30]=[CH:29][CH:28]=2)[CH:21]=1)(=[O:12])[C:6]1[CH:11]=[CH:10][CH:9]=[CH:8][CH:7]=1, predict the reactants needed to synthesize it. The reactants are: CO.[BH4-].[Na+].[C:5]([O:13][CH2:14][CH2:15][C:16]1[CH:17]=[CH:18][C:19]2[N:20]([N:22]=[C:23]([C:37]3[CH:42]=[CH:41][CH:40]=[CH:39][CH:38]=3)[C:24]=2[C:25]([C:27]2[N:32]=[C:31]([C:33]([O:35][CH3:36])=[O:34])[CH:30]=[CH:29][CH:28]=2)=[O:26])[CH:21]=1)(=[O:12])[C:6]1[CH:11]=[CH:10][CH:9]=[CH:8][CH:7]=1.[Cl-].[NH4+]. (5) Given the product [CH3:1][O:2][C:3](=[O:25])[CH2:4][N:5]1[C:13]2[C:8](=[CH:9][C:10]([N:14]3[CH:19]=[CH:18][C:17]4[O:20][C:21]([C:30]5[CH:31]=[CH:32][C:27]([Cl:26])=[CH:28][CH:29]=5)=[CH:22][C:16]=4[C:15]3=[O:24])=[CH:11][CH:12]=2)[CH:7]=[N:6]1, predict the reactants needed to synthesize it. The reactants are: [CH3:1][O:2][C:3](=[O:25])[CH2:4][N:5]1[C:13]2[C:8](=[CH:9][C:10]([N:14]3[CH:19]=[CH:18][C:17]4[O:20][C:21](Br)=[CH:22][C:16]=4[C:15]3=[O:24])=[CH:11][CH:12]=2)[CH:7]=[N:6]1.[Cl:26][C:27]1[CH:32]=[CH:31][C:30](B(O)O)=[CH:29][CH:28]=1.C([O-])([O-])=O.[K+].[K+]. (6) Given the product [CH3:3][C:4]1[CH:11]=[C:10]([C:12]([F:15])([F:14])[F:13])[CH:9]=[CH:8][C:17]=1[C:16]([OH:19])=[O:1], predict the reactants needed to synthesize it. The reactants are: [OH-:1].[K+].[CH3:3][C:4]1[CH:11]=[C:10]([C:12]([F:15])([F:14])[F:13])[CH:9]=[CH:8]C=1C#N.[CH2:16]([OH:19])[CH2:17]O. (7) Given the product [Br:1][C:2]1[CH:3]=[C:4]([N+:9]([O-:11])=[O:10])[C:5]([O:8][CH3:12])=[N:6][CH:7]=1, predict the reactants needed to synthesize it. The reactants are: [Br:1][C:2]1[CH:3]=[C:4]([N+:9]([O-:11])=[O:10])[C:5]([OH:8])=[N:6][CH:7]=1.[CH3:12]I. (8) Given the product [C:1]([C:4]1[CH:5]=[CH:6][C:7]2[N:8]([C:10]([C:13]([NH:19][C:18]3[CH:20]=[C:21]([C:24]4[N:28]=[C:27]([CH3:29])[O:26][N:25]=4)[CH:22]=[CH:23][C:17]=3[CH3:16])=[O:15])=[CH:11][N:12]=2)[CH:9]=1)(=[S:3])[NH2:2], predict the reactants needed to synthesize it. The reactants are: [C:1]([C:4]1[CH:5]=[CH:6][C:7]2[N:8]([C:10]([C:13]([OH:15])=O)=[CH:11][N:12]=2)[CH:9]=1)(=[S:3])[NH2:2].[CH3:16][C:17]1[CH:23]=[CH:22][C:21]([C:24]2[N:28]=[C:27]([CH3:29])[O:26][N:25]=2)=[CH:20][C:18]=1[NH2:19].CCCP1(OP(CCC)(=O)OP(CCC)(=O)O1)=O. (9) The reactants are: C(OC(=O)[N:7]([C@@H:19]1[C@@H:24]([OH:25])[C@H:23]([CH2:26][C:27]2[CH:32]=[C:31]([CH:33]=[CH2:34])[C:30]([NH2:35])=[C:29]([F:36])[CH:28]=2)[CH2:22][S:21](=[O:38])(=[O:37])[CH2:20]1)[CH2:8][C:9]1[CH:14]=[CH:13][CH:12]=[C:11]([C:15]([CH3:18])([CH3:17])[CH3:16])[CH:10]=1)(C)(C)C.Cl.CCOCC. Given the product [NH2:35][C:30]1[C:31]([CH:33]=[CH2:34])=[CH:32][C:27]([CH2:26][C@H:23]2[C@H:24]([OH:25])[C@@H:19]([NH:7][CH2:8][C:9]3[CH:14]=[CH:13][CH:12]=[C:11]([C:15]([CH3:18])([CH3:17])[CH3:16])[CH:10]=3)[CH2:20][S:21](=[O:38])(=[O:37])[CH2:22]2)=[CH:28][C:29]=1[F:36], predict the reactants needed to synthesize it. (10) Given the product [Br:1][C:2]1[N:3]([CH2:12][O:13][CH2:14][CH2:15][Si:16]([CH3:19])([CH3:18])[CH3:17])[C:4]([Cl:8])=[C:5]([Cl:7])[N:6]=1, predict the reactants needed to synthesize it. The reactants are: [Br:1][C:2]1[NH:3][C:4]([Cl:8])=[C:5]([Cl:7])[N:6]=1.[H-].[Na+].Cl[CH2:12][O:13][CH2:14][CH2:15][Si:16]([CH3:19])([CH3:18])[CH3:17].C([O-])(O)=O.[Na+].